Dataset: Full USPTO retrosynthesis dataset with 1.9M reactions from patents (1976-2016). Task: Predict the reactants needed to synthesize the given product. (1) Given the product [CH3:1][O:2][C:3]1[CH:4]=[CH:5][C:6]([C:7]([NH:9][C:10]2[C:11]([NH:16][C:17]([CH:19]3[CH2:20][CH2:21][N:22]([CH2:28][C:29]4[CH:34]=[CH:33][C:32]([C:35]#[N:36])=[CH:31][CH:30]=4)[CH2:23][CH2:24]3)=[O:18])=[CH:12][CH:13]=[CH:14][CH:15]=2)=[O:8])=[CH:25][CH:26]=1, predict the reactants needed to synthesize it. The reactants are: [CH3:1][O:2][C:3]1[CH:26]=[CH:25][C:6]([C:7]([NH:9][C:10]2[C:11]([NH:16][C:17]([CH:19]3[CH2:24][CH2:23][NH:22][CH2:21][CH2:20]3)=[O:18])=[CH:12][CH:13]=[CH:14][CH:15]=2)=[O:8])=[CH:5][CH:4]=1.Br[CH2:28][C:29]1[CH:34]=[CH:33][C:32]([C:35]#[N:36])=[CH:31][CH:30]=1.C(=O)([O-])[O-].[K+].[K+].C(OCC)(=O)C. (2) Given the product [CH2:1]([N:3]1[CH2:8][C:7]([CH3:10])([CH3:9])[O:6][C:5](=[O:11])[CH:4]1[CH2:12][C:13]([OH:15])=[O:14])[CH3:2], predict the reactants needed to synthesize it. The reactants are: [CH2:1]([N:3]1[CH2:8][C:7]([CH3:10])([CH3:9])[O:6][C:5](=[O:11])[CH:4]1[CH2:12][C:13]([O:15]C(C)(C)C)=[O:14])[CH3:2].FC(F)(F)C(O)=O. (3) Given the product [Br:3][C:4]1[CH:9]=[N:8][C:7]([N:18]([CH3:17])[S:13]([CH3:12])(=[O:15])=[O:14])=[N:6][CH:5]=1, predict the reactants needed to synthesize it. The reactants are: [H-].[Na+].[Br:3][C:4]1[CH:5]=[N:6][C:7](CN)=[N:8][CH:9]=1.[CH3:12][S:13](Cl)(=[O:15])=[O:14].[CH3:17][N:18](C=O)C.